This data is from Full USPTO retrosynthesis dataset with 1.9M reactions from patents (1976-2016). The task is: Predict the reactants needed to synthesize the given product. (1) Given the product [O:25]=[C:23]([N:40]1[CH2:35][CH2:36][CH2:37][CH2:38][CH2:39]1)[CH2:22][O:21][CH2:20][C:16]1[CH:15]=[C:14]([C:10]2[CH:9]=[C:8]3[C:13](=[N:12][CH:11]=2)[N:4]([C:1]([NH2:2])=[O:3])[CH2:5][CH2:6][CH2:7]3)[CH:19]=[N:18][CH:17]=1, predict the reactants needed to synthesize it. The reactants are: [C:1]([N:4]1[C:13]2[N:12]=[CH:11][C:10]([C:14]3[CH:15]=[C:16]([CH2:20][O:21][CH2:22][C:23]([OH:25])=O)[CH:17]=[N:18][CH:19]=3)=[CH:9][C:8]=2[CH2:7][CH2:6][CH2:5]1)(=[O:3])[NH2:2].CN(C(ON1N=N[C:36]2[CH:37]=[CH:38][CH:39]=[N:40][C:35]1=2)=[N+](C)C)C.F[P-](F)(F)(F)(F)F.N1CCCCC1.CCN(C(C)C)C(C)C. (2) Given the product [CH2:18]([C:19]1[C:24]([CH3:25])=[C:23]([CH:26]=[O:27])[C:22]([OH:28])=[C:21]([CH3:29])[CH:20]=1)[C:30]1[C:35]([CH3:36])=[C:34]([CH:37]=[O:38])[C:33]([OH:39])=[C:32]([CH3:40])[CH:31]=1, predict the reactants needed to synthesize it. The reactants are: FC(F)(F)C(O)=O.C1N2CN3CN(C2)CN1C3.[CH2:18]([C:30]1[C:35]([CH3:36])=[C:34]([CH2:37][OH:38])[C:33]([OH:39])=[C:32]([CH3:40])[CH:31]=1)[C:19]1[C:24]([CH3:25])=[C:23]([CH2:26][OH:27])[C:22]([OH:28])=[C:21]([CH3:29])[CH:20]=1.O. (3) Given the product [O:38]([C:39]1[CH:48]=[CH:47][CH:46]=[C:45]2[C:40]=1[CH2:41][CH2:42][CH2:43][C:44]2=[O:49])[C@@H:5]1[O:27][C@H:26]([CH2:28][OH:29])[C@@H:16]([OH:17])[C@H:6]1[OH:7], predict the reactants needed to synthesize it. The reactants are: C(O[C@@H:5]1[O:27][C@H:26]([CH2:28][O:29]C(=O)C2C=CC=CC=2)[C@@H:16]([O:17]C(=O)C2C=CC=CC=2)[C@H:6]1[O:7]C(=O)C1C=CC=CC=1)(=O)C.[OH:38][C:39]1[CH:48]=[CH:47][CH:46]=[C:45]2[C:40]=1[CH2:41][CH2:42][CH2:43][C:44]2=[O:49].B(F)(F)F.